From a dataset of Full USPTO retrosynthesis dataset with 1.9M reactions from patents (1976-2016). Predict the reactants needed to synthesize the given product. Given the product [Br:20][CH:3]1[CH2:4][CH2:5][C:6]2=[C:7]([C:15]([O:17][CH2:18][CH3:19])=[O:16])[S:8][C:9]([S:11][CH2:12][CH2:13][CH3:14])=[C:10]2[C:2]1=[O:1], predict the reactants needed to synthesize it. The reactants are: [O:1]=[C:2]1[C:10]2[C:6](=[C:7]([C:15]([O:17][CH2:18][CH3:19])=[O:16])[S:8][C:9]=2[S:11][CH2:12][CH2:13][CH3:14])[CH2:5][CH2:4][CH2:3]1.[Br:20]Br.